From a dataset of NCI-60 drug combinations with 297,098 pairs across 59 cell lines. Regression. Given two drug SMILES strings and cell line genomic features, predict the synergy score measuring deviation from expected non-interaction effect. (1) Drug 2: C(CN)CNCCSP(=O)(O)O. Synergy scores: CSS=0.566, Synergy_ZIP=-2.65, Synergy_Bliss=-4.79, Synergy_Loewe=-4.88, Synergy_HSA=-4.83. Cell line: OVCAR-8. Drug 1: CS(=O)(=O)C1=CC(=C(C=C1)C(=O)NC2=CC(=C(C=C2)Cl)C3=CC=CC=N3)Cl. (2) Drug 1: CNC(=O)C1=CC=CC=C1SC2=CC3=C(C=C2)C(=NN3)C=CC4=CC=CC=N4. Drug 2: C1CCC(C1)C(CC#N)N2C=C(C=N2)C3=C4C=CNC4=NC=N3. Cell line: COLO 205. Synergy scores: CSS=-3.77, Synergy_ZIP=6.09, Synergy_Bliss=7.45, Synergy_Loewe=-4.28, Synergy_HSA=-1.83. (3) Drug 1: CN(C)N=NC1=C(NC=N1)C(=O)N. Drug 2: C1=C(C(=O)NC(=O)N1)N(CCCl)CCCl. Cell line: T-47D. Synergy scores: CSS=13.6, Synergy_ZIP=-7.57, Synergy_Bliss=1.22, Synergy_Loewe=-12.5, Synergy_HSA=0.757. (4) Drug 1: C1CN1C2=NC(=NC(=N2)N3CC3)N4CC4. Drug 2: CN(CCCl)CCCl.Cl. Cell line: LOX IMVI. Synergy scores: CSS=26.9, Synergy_ZIP=-7.64, Synergy_Bliss=-6.34, Synergy_Loewe=-8.56, Synergy_HSA=-3.34. (5) Drug 1: CC1OCC2C(O1)C(C(C(O2)OC3C4COC(=O)C4C(C5=CC6=C(C=C35)OCO6)C7=CC(=C(C(=C7)OC)O)OC)O)O. Drug 2: C(CN)CNCCSP(=O)(O)O. Cell line: OVCAR3. Synergy scores: CSS=33.5, Synergy_ZIP=-1.62, Synergy_Bliss=-0.549, Synergy_Loewe=-59.3, Synergy_HSA=-5.91. (6) Drug 1: CCCS(=O)(=O)NC1=C(C(=C(C=C1)F)C(=O)C2=CNC3=C2C=C(C=N3)C4=CC=C(C=C4)Cl)F. Drug 2: CC1=C(C=C(C=C1)NC2=NC=CC(=N2)N(C)C3=CC4=NN(C(=C4C=C3)C)C)S(=O)(=O)N.Cl. Cell line: A549. Synergy scores: CSS=28.7, Synergy_ZIP=8.40, Synergy_Bliss=13.2, Synergy_Loewe=4.71, Synergy_HSA=10.6. (7) Drug 1: CN1CCC(CC1)COC2=C(C=C3C(=C2)N=CN=C3NC4=C(C=C(C=C4)Br)F)OC. Drug 2: CC1CCC2CC(C(=CC=CC=CC(CC(C(=O)C(C(C(=CC(C(=O)CC(OC(=O)C3CCCCN3C(=O)C(=O)C1(O2)O)C(C)CC4CCC(C(C4)OC)O)C)C)O)OC)C)C)C)OC. Cell line: SR. Synergy scores: CSS=44.3, Synergy_ZIP=7.80, Synergy_Bliss=5.96, Synergy_Loewe=-23.6, Synergy_HSA=5.67.